From a dataset of NCI-60 drug combinations with 297,098 pairs across 59 cell lines. Regression. Given two drug SMILES strings and cell line genomic features, predict the synergy score measuring deviation from expected non-interaction effect. (1) Drug 1: CC1=C2C(C(=O)C3(C(CC4C(C3C(C(C2(C)C)(CC1OC(=O)C(C(C5=CC=CC=C5)NC(=O)OC(C)(C)C)O)O)OC(=O)C6=CC=CC=C6)(CO4)OC(=O)C)OC)C)OC. Drug 2: CC1=C(N=C(N=C1N)C(CC(=O)N)NCC(C(=O)N)N)C(=O)NC(C(C2=CN=CN2)OC3C(C(C(C(O3)CO)O)O)OC4C(C(C(C(O4)CO)O)OC(=O)N)O)C(=O)NC(C)C(C(C)C(=O)NC(C(C)O)C(=O)NCCC5=NC(=CS5)C6=NC(=CS6)C(=O)NCCC[S+](C)C)O. Cell line: NCI-H226. Synergy scores: CSS=24.9, Synergy_ZIP=-6.09, Synergy_Bliss=-8.86, Synergy_Loewe=-6.18, Synergy_HSA=-5.55. (2) Cell line: PC-3. Synergy scores: CSS=17.5, Synergy_ZIP=-5.90, Synergy_Bliss=-14.2, Synergy_Loewe=-17.9, Synergy_HSA=-14.2. Drug 1: CC1=C2C(C(=O)C3(C(CC4C(C3C(C(C2(C)C)(CC1OC(=O)C(C(C5=CC=CC=C5)NC(=O)OC(C)(C)C)O)O)OC(=O)C6=CC=CC=C6)(CO4)OC(=O)C)OC)C)OC. Drug 2: CC1CCCC2(C(O2)CC(NC(=O)CC(C(C(=O)C(C1O)C)(C)C)O)C(=CC3=CSC(=N3)C)C)C. (3) Drug 1: C1C(C(OC1N2C=NC(=NC2=O)N)CO)O. Drug 2: N.N.Cl[Pt+2]Cl. Cell line: RPMI-8226. Synergy scores: CSS=71.6, Synergy_ZIP=1.46, Synergy_Bliss=1.02, Synergy_Loewe=4.76, Synergy_HSA=7.02. (4) Drug 1: CC1=C(C=C(C=C1)NC2=NC=CC(=N2)N(C)C3=CC4=NN(C(=C4C=C3)C)C)S(=O)(=O)N.Cl. Drug 2: CC(C)CN1C=NC2=C1C3=CC=CC=C3N=C2N. Cell line: RXF 393. Synergy scores: CSS=3.37, Synergy_ZIP=0.540, Synergy_Bliss=1.35, Synergy_Loewe=-0.254, Synergy_HSA=0.304. (5) Drug 1: CC1=CC2C(CCC3(C2CCC3(C(=O)C)OC(=O)C)C)C4(C1=CC(=O)CC4)C. Drug 2: CC1CCC2CC(C(=CC=CC=CC(CC(C(=O)C(C(C(=CC(C(=O)CC(OC(=O)C3CCCCN3C(=O)C(=O)C1(O2)O)C(C)CC4CCC(C(C4)OC)OCCO)C)C)O)OC)C)C)C)OC. Cell line: RXF 393. Synergy scores: CSS=12.1, Synergy_ZIP=-3.74, Synergy_Bliss=0.587, Synergy_Loewe=-20.9, Synergy_HSA=-3.06. (6) Drug 1: C(CC(=O)O)C(=O)CN.Cl. Drug 2: C1CN(P(=O)(OC1)NCCCl)CCCl. Cell line: HL-60(TB). Synergy scores: CSS=-5.07, Synergy_ZIP=1.61, Synergy_Bliss=-3.11, Synergy_Loewe=-3.54, Synergy_HSA=-6.19. (7) Drug 1: CC1C(C(CC(O1)OC2CC(CC3=C2C(=C4C(=C3O)C(=O)C5=C(C4=O)C(=CC=C5)OC)O)(C(=O)CO)O)N)O.Cl. Drug 2: C1=NC2=C(N1)C(=S)N=CN2. Cell line: OVCAR-5. Synergy scores: CSS=44.4, Synergy_ZIP=-8.72, Synergy_Bliss=-3.27, Synergy_Loewe=-0.819, Synergy_HSA=1.63.